This data is from Catalyst prediction with 721,799 reactions and 888 catalyst types from USPTO. The task is: Predict which catalyst facilitates the given reaction. (1) Reactant: [N:1]1[CH:6]=[CH:5][CH:4]=[CH:3][C:2]=1[C:7]([OH:9])=O.C1C=CC2N(O)N=NC=2C=1.CCN=C=NCCCN(C)C.[NH2:31][CH:32]1[CH:36]([OH:37])[CH2:35][N:34]([C:38]([O:40][CH2:41][C:42]2[CH:47]=[CH:46][CH:45]=[CH:44][CH:43]=2)=[O:39])[CH2:33]1. Product: [OH:37][CH:36]1[CH:32]([NH:31][C:7](=[O:9])[C:2]2[CH:3]=[CH:4][CH:5]=[CH:6][N:1]=2)[CH2:33][N:34]([C:38]([O:40][CH2:41][C:42]2[CH:47]=[CH:46][CH:45]=[CH:44][CH:43]=2)=[O:39])[CH2:35]1. The catalyst class is: 2. (2) Reactant: [CH:1]1([C@H:7]2[CH2:12][C@H:11]([C:13](=[O:20])[CH2:14][C:15](OCC)=[O:16])[CH2:10][CH2:9][N:8]2[C:21]([O:23][CH3:24])=[O:22])[CH2:6][CH2:5][CH2:4][CH2:3][CH2:2]1.[OH-].[Na+].[NH2:27]O.Cl. Product: [CH:1]1([C@H:7]2[CH2:12][C@H:11]([C:13]3[O:20][NH:27][C:15](=[O:16])[CH:14]=3)[CH2:10][CH2:9][N:8]2[C:21]([O:23][CH3:24])=[O:22])[CH2:6][CH2:5][CH2:4][CH2:3][CH2:2]1. The catalyst class is: 24. (3) Reactant: [CH:1](=[O:10])[CH:2]=[CH:3][C:4]1[CH:9]=[CH:8][CH:7]=[CH:6][CH:5]=1.[Br:11]Br.C([O-])([O-])=O.[K+].[K+].O. Product: [Br:11][C:2](=[CH:3][C:4]1[CH:9]=[CH:8][CH:7]=[CH:6][CH:5]=1)[CH:1]=[O:10]. The catalyst class is: 15. (4) Reactant: Cl[C:2]([O:4][C:5]1[CH:10]=[CH:9][CH:8]=[CH:7][CH:6]=1)=[O:3].[Cl:11][C:12]1[N:17]=[C:16]([O:18][C:19]2[C:28]3[C:23](=[CH:24][CH:25]=[CH:26][CH:27]=3)[C:22]([NH2:29])=[CH:21][CH:20]=2)[CH:15]=[CH:14][N:13]=1.C(=O)(O)[O-].[Na+]. Product: [Cl:11][C:12]1[N:17]=[C:16]([O:18][C:19]2[C:28]3[C:23](=[CH:24][CH:25]=[CH:26][CH:27]=3)[C:22]([NH:29][C:2](=[O:3])[O:4][C:5]3[CH:10]=[CH:9][CH:8]=[CH:7][CH:6]=3)=[CH:21][CH:20]=2)[CH:15]=[CH:14][N:13]=1. The catalyst class is: 168. (5) Reactant: B.C1COCC1.[N+:7]([C:10]1[CH:15]=[CH:14][C:13]([CH2:16][C:17](O)=[O:18])=[C:12]([CH2:20][C:21](O)=[O:22])[CH:11]=1)([O-:9])=[O:8]. Product: [N+:7]([C:10]1[CH:15]=[CH:14][C:13]([CH2:16][CH2:17][OH:18])=[C:12]([CH2:20][CH2:21][OH:22])[CH:11]=1)([O-:9])=[O:8]. The catalyst class is: 20. (6) Reactant: [OH:1][C:2]1[CH:3]=[C:4]2[C:8](=[CH:9][CH:10]=1)[C:7](=[O:11])[CH2:6][CH2:5]2.[CH2:12](O)[C:13]1[CH:18]=[CH:17][CH:16]=[CH:15][CH:14]=1.C(P(CCCC)CCCC)CCC.N(C(N1CCCCC1)=O)=NC(N1CCCCC1)=O. Product: [C:13]1([CH2:12][O:1][C:2]2[CH:3]=[C:4]3[C:8](=[CH:9][CH:10]=2)[C:7](=[O:11])[CH2:6][CH2:5]3)[CH:18]=[CH:17][CH:16]=[CH:15][CH:14]=1. The catalyst class is: 7. (7) Reactant: [CH3:1][O:2][C:3]1[CH:8]=[CH:7][C:6]([CH2:9]O)=[C:5]([CH3:11])[CH:4]=1.C(N(CC)CC)C.CS([Cl:23])(=O)=O. Product: [Cl:23][CH2:9][C:6]1[CH:7]=[CH:8][C:3]([O:2][CH3:1])=[CH:4][C:5]=1[CH3:11]. The catalyst class is: 11.